From a dataset of Reaction yield outcomes from USPTO patents with 853,638 reactions. Predict the reaction yield, written as a fraction of the theoretical maximum amount of product (1.0 means a 100% yield; for example, 0.34 means a 34% yield). (1) The product is [CH2:1]([O:8][C:9](=[O:34])[N:10]([CH2:15][CH:16]([OH:33])[CH:17]([NH:25][C:54]([O:53][CH:47]1[CH:48]2[CH:49]([O:50][CH2:51][CH2:52]2)[O:45][CH2:46]1)=[O:63])[CH2:18][C:19]1[CH:24]=[CH:23][CH:22]=[CH:21][CH:20]=1)[CH2:11][CH:12]([CH3:13])[CH3:14])[C:2]1[CH:3]=[CH:4][CH:5]=[CH:6][CH:7]=1. The yield is 0.730. The reactants are [CH2:1]([O:8][C:9](=[O:34])[N:10]([CH2:15][CH:16]([OH:33])[CH:17]([NH:25]C(OC(C)(C)C)=O)[CH2:18][C:19]1[CH:24]=[CH:23][CH:22]=[CH:21][CH:20]=1)[CH2:11][CH:12]([CH3:14])[CH3:13])[C:2]1[CH:7]=[CH:6][CH:5]=[CH:4][CH:3]=1.Cl.C(N(CC)C(C)C)(C)C.[O:45]1[CH:49]2[O:50][CH2:51][CH2:52][CH:48]2[CH:47]([O:53][C:54](=[O:63])ON2C(=O)CCC2=O)[CH2:46]1. The catalyst is O1CCOCC1. (2) The reactants are [CH2:1]([NH:8][C:9]1[C:10]2[NH:18][N:17]=[C:16]([CH:19]([CH3:21])[CH3:20])[C:11]=2[N:12]=[C:13](Cl)[N:14]=1)[C:2]1[CH:7]=[CH:6][CH:5]=[CH:4][CH:3]=1.[CH2:22]([NH2:29])[CH2:23][CH2:24][CH2:25][CH2:26][CH2:27][CH3:28]. No catalyst specified. The product is [CH2:1]([NH:8][C:9]1[C:10]2[NH:18][N:17]=[C:16]([CH:19]([CH3:21])[CH3:20])[C:11]=2[N:12]=[C:13]([NH:29][CH2:22][CH2:23][CH2:24][CH2:25][CH2:26][CH2:27][CH3:28])[N:14]=1)[C:2]1[CH:7]=[CH:6][CH:5]=[CH:4][CH:3]=1. The yield is 0.600. (3) The reactants are [NH2:1][C:2]1[S:3][CH:4]=[C:5]([CH2:7][C:8]([O:10][CH2:11][CH3:12])=[O:9])[N:6]=1.C1C(=O)N([Cl:20])C(=O)C1. The catalyst is C(O)(=O)C.CC(C)=O.C(OCC)C. The product is [NH2:1][C:2]1[S:3][C:4]([Cl:20])=[C:5]([CH2:7][C:8]([O:10][CH2:11][CH3:12])=[O:9])[N:6]=1. The yield is 0.499.